Dataset: Forward reaction prediction with 1.9M reactions from USPTO patents (1976-2016). Task: Predict the product of the given reaction. (1) Given the reactants Cl[C:2]1[N:3]=[C:4]([N:22]2[CH2:27][CH2:26][O:25][CH2:24][CH2:23]2)[C:5]2[S:10][C:9]([CH2:11][N:12]3[CH2:15][CH:14]([N:16]4[CH2:21][CH2:20][O:19][CH2:18][CH2:17]4)[CH2:13]3)=[CH:8][C:6]=2[N:7]=1.[NH2:28][C:29]1[CH:34]=[CH:33][CH:32]=[CH:31][C:30]=1[NH2:35].C1C=CC(P(C2C(C3C(P(C4C=CC=CC=4)C4C=CC=CC=4)=CC=C4C=3C=CC=C4)=C3C(C=CC=C3)=CC=2)C2C=CC=CC=2)=CC=1.C([O-])([O-])=O.[Cs+].[Cs+], predict the reaction product. The product is: [N:22]1([C:4]2[C:5]3[S:10][C:9]([CH2:11][N:12]4[CH2:15][CH:14]([N:16]5[CH2:21][CH2:20][O:19][CH2:18][CH2:17]5)[CH2:13]4)=[CH:8][C:6]=3[N:7]=[C:2]([NH:28][C:29]3[C:30]([NH2:35])=[CH:31][CH:32]=[CH:33][CH:34]=3)[N:3]=2)[CH2:27][CH2:26][O:25][CH2:24][CH2:23]1. (2) Given the reactants [C:1]1([C:7]2[CH:15]=[CH:14][C:10]([C:11]([NH2:13])=S)=[CH:9][N:8]=2)[CH:6]=[CH:5][CH:4]=[CH:3][CH:2]=1.COC(=O)CC(=O)C(Br)C.C([O-])(O)=O.[Na+], predict the reaction product. The product is: [C:1]1([C:7]2[CH:15]=[CH:14][C:10]([C:11]#[N:13])=[CH:9][N:8]=2)[CH:6]=[CH:5][CH:4]=[CH:3][CH:2]=1.